Dataset: Forward reaction prediction with 1.9M reactions from USPTO patents (1976-2016). Task: Predict the product of the given reaction. (1) Given the reactants [C:1]([O:5][CH2:6][CH:7]([CH2:12][CH3:13])[CH2:8][CH2:9][CH2:10][CH3:11])(=[O:4])[CH:2]=[CH2:3].Cl.Cl.N(C(C)(C)C(N)=N)=NC(C)(C)C(N)=N.C=CC1C=CC=CC=1.C(OCCCC)(=O)C=C.C(OCCN(CC)CC)(=O)C=C.C(S)CCCCCCCCCCC, predict the reaction product. The product is: [CH2:13]=[CH:12][C:7]1[CH:6]=[CH:11][CH:10]=[CH:9][CH:8]=1.[C:1]([O:5][CH2:6][CH:7]([CH2:12][CH3:13])[CH2:8][CH2:9][CH2:10][CH3:11])(=[O:4])[CH:2]=[CH2:3]. (2) Given the reactants CC(OC(/N=N/C(OC(C)C)=O)=O)C.O[CH2:16][CH2:17][C:18]1[CH:23]=[CH:22][N:21]=[CH:20][CH:19]=1.[N+:24]([C:27]1[CH:28]=[N:29][NH:30][CH:31]=1)([O-:26])=[O:25].C1(P(C2C=CC=CC=2)C2C=CC=CC=2)C=CC=CC=1, predict the reaction product. The product is: [N+:24]([C:27]1[CH:28]=[N:29][N:30]([CH2:16][CH2:17][C:18]2[CH:23]=[CH:22][N:21]=[CH:20][CH:19]=2)[CH:31]=1)([O-:26])=[O:25].